This data is from Full USPTO retrosynthesis dataset with 1.9M reactions from patents (1976-2016). The task is: Predict the reactants needed to synthesize the given product. (1) Given the product [CH3:19][O:18][C:14]1[CH:13]=[C:12]([CH2:8][CH2:7][CH2:6][C:5]([O:4][CH2:2][CH3:3])=[O:10])[CH:17]=[CH:16][CH:15]=1, predict the reactants needed to synthesize it. The reactants are: [Br-].[CH2:2]([O:4][C:5](=[O:10])[CH2:6][CH2:7][CH2:8][Zn+])[CH3:3].Br[C:12]1[CH:17]=[CH:16][CH:15]=[C:14]([O:18][CH3:19])[CH:13]=1.O.Cl. (2) Given the product [Cl:41][C:42]1[CH:47]=[CH:46][C:45]([C:48]([F:55])=[C:49]2[CH2:54][CH2:53][N:52]([S:35]([C:34]3[C:33]([CH3:39])=[N:32][NH:31][C:30]=3[CH3:29])(=[O:37])=[O:36])[CH2:51][CH2:50]2)=[C:44]([F:56])[CH:43]=1, predict the reactants needed to synthesize it. The reactants are: ClC1C=CC(C(=C2CCN(S(C3C(C)=NNC=3C)(=O)=O)CC2)C(OC)=O)=CC=1.[CH3:29][C:30]1[C:34]([S:35](Cl)(=[O:37])=[O:36])=[C:33]([CH3:39])[NH:32][N:31]=1.Cl.[Cl:41][C:42]1[CH:47]=[CH:46][C:45]([C:48]([F:55])=[C:49]2[CH2:54][CH2:53][NH:52][CH2:51][CH2:50]2)=[C:44]([F:56])[CH:43]=1. (3) Given the product [C:33]([OH:40])(=[O:39])/[CH:34]=[CH:35]/[C:36]([OH:38])=[O:37].[F:1][C:2]1[CH:7]=[CH:6][C:5]([O:8][C:9]2[N:14]=[CH:13][C:12]([C:15]([N:17]([CH3:32])[C:18]3[CH:23]=[CH:22][C:21]([CH2:24][N:25]4[CH2:30][CH2:29][NH:28][C@@H:27]([CH3:31])[CH2:26]4)=[CH:20][CH:19]=3)=[O:16])=[CH:11][CH:10]=2)=[CH:4][CH:3]=1, predict the reactants needed to synthesize it. The reactants are: [F:1][C:2]1[CH:7]=[CH:6][C:5]([O:8][C:9]2[N:14]=[CH:13][C:12]([C:15]([N:17]([CH3:32])[C:18]3[CH:23]=[CH:22][C:21]([CH2:24][N:25]4[CH2:30][CH2:29][NH:28][C@@H:27]([CH3:31])[CH2:26]4)=[CH:20][CH:19]=3)=[O:16])=[CH:11][CH:10]=2)=[CH:4][CH:3]=1.[C:33]([OH:40])(=[O:39])/[CH:34]=[CH:35]/[C:36]([OH:38])=[O:37]. (4) The reactants are: [OH:1][CH2:2][C:3]1[CH:4]=[C:5]([C:9]2[N:10]=[C:11]([N:22]3[CH2:27][CH2:26][O:25][CH2:24][CH2:23]3)[C:12]3[N:17]=[N:16][N:15]([CH2:18][C:19]([OH:21])=O)[C:13]=3[N:14]=2)[CH:6]=[CH:7][CH:8]=1.CCN=C=NCCCN(C)C.[NH2:39][C:40]1[CH:41]=[N:42][CH:43]=[CH:44][CH:45]=1. Given the product [OH:1][CH2:2][C:3]1[CH:4]=[C:5]([C:9]2[N:10]=[C:11]([N:22]3[CH2:23][CH2:24][O:25][CH2:26][CH2:27]3)[C:12]3[N:17]=[N:16][N:15]([CH2:18][C:19]([NH:39][C:40]4[CH:41]=[N:42][CH:43]=[CH:44][CH:45]=4)=[O:21])[C:13]=3[N:14]=2)[CH:6]=[CH:7][CH:8]=1, predict the reactants needed to synthesize it. (5) Given the product [CH2:33]([O:32][CH:5]([CH2:6][C:7]1[CH:12]=[CH:11][C:10]([O:13][CH2:14][C:15]2[N:16]=[C:17]([C:21]3[CH:22]=[CH:23][C:24]([C:27]([F:28])([F:29])[F:30])=[CH:25][CH:26]=3)[O:18][C:19]=2[CH3:20])=[CH:9][C:8]=1[CH3:31])[C:4]([OH:35])=[O:3])[CH3:34], predict the reactants needed to synthesize it. The reactants are: C([O:3][C:4](=[O:35])[CH:5]([O:32][CH2:33][CH3:34])[CH2:6][C:7]1[CH:12]=[CH:11][C:10]([O:13][CH2:14][C:15]2[N:16]=[C:17]([C:21]3[CH:26]=[CH:25][C:24]([C:27]([F:30])([F:29])[F:28])=[CH:23][CH:22]=3)[O:18][C:19]=2[CH3:20])=[CH:9][C:8]=1[CH3:31])C.[Li+].[OH-]. (6) Given the product [C:1]([O:5][C@@H:6]1[CH2:11][N:10]([C:12]([O:14][CH3:15])=[O:13])[C@H:9]([C:16]([N:18]2[CH2:19][CH2:20][N:21]([C:24]3[CH:25]=[CH:26][CH:27]=[CH:28][CH:29]=3)[CH2:22][CH2:23]2)=[O:17])[C@@H:8]([C:30]([NH:35][OH:34])=[O:32])[CH2:7]1)([CH3:4])([CH3:3])[CH3:2], predict the reactants needed to synthesize it. The reactants are: [C:1]([O:5][C@@H:6]1[CH2:11][N:10]([C:12]([O:14][CH3:15])=[O:13])[C@H:9]([C:16]([N:18]2[CH2:23][CH2:22][N:21]([C:24]3[CH:29]=[CH:28][CH:27]=[CH:26][CH:25]=3)[CH2:20][CH2:19]2)=[O:17])[C@@H:8]([C:30]([O:32]C)=O)[CH2:7]1)([CH3:4])([CH3:3])[CH3:2].[OH:34][NH2:35].Cl.NO.C[O-].[Na+].Cl. (7) The reactants are: [F:1][C:2]1[CH:22]=[CH:21][C:5]([CH2:6][CH:7]2[CH2:16][C:15]3[C:10](=[CH:11][CH:12]=[CH:13][CH:14]=3)[CH2:9][N:8]2[CH2:17][CH2:18][CH2:19][NH2:20])=[CH:4][CH:3]=1.[CH3:23][O:24][C:25]1[CH:30]=[CH:29][C:28]([N:31]=[C:32]=[O:33])=[CH:27][CH:26]=1. Given the product [F:1][C:2]1[CH:22]=[CH:21][C:5]([CH2:6][CH:7]2[CH2:16][C:15]3[C:10](=[CH:11][CH:12]=[CH:13][CH:14]=3)[CH2:9][N:8]2[CH2:17][CH2:18][CH2:19][NH:20][C:32]([NH:31][C:28]2[CH:29]=[CH:30][C:25]([O:24][CH3:23])=[CH:26][CH:27]=2)=[O:33])=[CH:4][CH:3]=1, predict the reactants needed to synthesize it. (8) Given the product [C:1]([C:3]1[C:11]2[C:6](=[CH:7][C:8]([NH:19][C:22](=[O:31])[O:45][C:41]([CH3:44])([CH3:43])[CH3:42])=[CH:9][CH:10]=2)[N:5]([CH2:15][CH3:16])[CH:4]=1)#[N:2], predict the reactants needed to synthesize it. The reactants are: [C:1]([C:3]1[C:11]2[C:6](=[CH:7][C:8](C(O)=O)=[CH:9][CH:10]=2)[N:5]([CH2:15][CH3:16])[CH:4]=1)#[N:2].CC[N:19]([CH2:22]C)CC.C1(P(N=[N+]=[N-])(C2C=CC=CC=2)=[O:31])C=CC=CC=1.[C:41]([OH:45])([CH3:44])([CH3:43])[CH3:42].